From a dataset of Full USPTO retrosynthesis dataset with 1.9M reactions from patents (1976-2016). Predict the reactants needed to synthesize the given product. (1) Given the product [Cl:30][C:31]1[CH:32]=[C:33]([C:49]2[C:50]([C:51]3[CH:56]=[CH:55][N:54]=[CH:53][CH:52]=3)=[CH:8][NH:9][N:10]=2)[CH:34]=[CH:35][C:36]=1[O:37][CH2:38][C:39]1[CH:48]=[CH:47][C:46]2[C:41](=[CH:42][CH:43]=[CH:44][CH:45]=2)[N:40]=1, predict the reactants needed to synthesize it. The reactants are: N1C=CC(C2C=[N:10][NH:9][C:8]=2C2C=CC(CCC3C=CC4C(=CC=CC=4)N=3)=CC=2)=CC=1.[Cl:30][C:31]1[CH:32]=[C:33]([C:49](=O)[CH2:50][C:51]2[CH:56]=[CH:55][N:54]=[CH:53][CH:52]=2)[CH:34]=[CH:35][C:36]=1[O:37][CH2:38][C:39]1[CH:48]=[CH:47][C:46]2[C:41](=[CH:42][CH:43]=[CH:44][CH:45]=2)[N:40]=1. (2) The reactants are: [Cl-].[Na+].[Cl:3][C:4]1[CH:9]=[C:8]([Cl:10])[CH:7]=[CH:6][C:5]=1[NH:11][C:12]1[N:17]=[CH:16][C:15]([CH2:18][OH:19])=[C:14]([C:20]([F:23])([F:22])[F:21])[CH:13]=1. Given the product [Cl:3][C:4]1[CH:9]=[C:8]([Cl:10])[CH:7]=[CH:6][C:5]=1[NH:11][C:12]1[N:17]=[CH:16][C:15]([CH:18]=[O:19])=[C:14]([C:20]([F:23])([F:21])[F:22])[CH:13]=1, predict the reactants needed to synthesize it. (3) Given the product [NH2:19][C:13]1[CH:14]=[CH:15][CH:16]=[C:17]2[C:12]=1[NH:11][C:10]([C:8]([N:5]1[CH2:4][CH2:3][N:2]([CH3:1])[CH2:7][CH2:6]1)=[O:9])=[CH:18]2, predict the reactants needed to synthesize it. The reactants are: [CH3:1][N:2]1[CH2:7][CH2:6][N:5]([C:8]([C:10]2[NH:11][C:12]3[C:17]([CH:18]=2)=[CH:16][CH:15]=[CH:14][C:13]=3[N+:19]([O-])=O)=[O:9])[CH2:4][CH2:3]1.C([O-])=O.[NH4+].